This data is from Full USPTO retrosynthesis dataset with 1.9M reactions from patents (1976-2016). The task is: Predict the reactants needed to synthesize the given product. (1) The reactants are: [OH:1][C@H:2]([C:40]1[CH:45]=[CH:44][CH:43]=[CH:42][CH:41]=1)[CH2:3][N:4]([CH2:12][CH2:13][C:14]1[CH:19]=[CH:18][C:17]([C:20]2[CH:25]=[CH:24][C:23]([C:26]([NH:28][S:29]([CH2:32][CH2:33][O:34][CH3:35])(=[O:31])=[O:30])=[O:27])=[C:22]([S:36][CH:37]([CH3:39])[CH3:38])[CH:21]=2)=[CH:16][CH:15]=1)C(=O)OC(C)(C)C.C(OC(=O)C)C.[ClH:52]. Given the product [ClH:52].[OH:1][C@H:2]([C:40]1[CH:41]=[CH:42][CH:43]=[CH:44][CH:45]=1)[CH2:3][NH:4][CH2:12][CH2:13][C:14]1[CH:15]=[CH:16][C:17]([C:20]2[CH:25]=[CH:24][C:23]([C:26]([NH:28][S:29]([CH2:32][CH2:33][O:34][CH3:35])(=[O:30])=[O:31])=[O:27])=[C:22]([S:36][CH:37]([CH3:39])[CH3:38])[CH:21]=2)=[CH:18][CH:19]=1, predict the reactants needed to synthesize it. (2) Given the product [F:21][CH2:20][C:18]1[N:17]=[N:16][N:15]([CH2:14][C@@H:12]2[O:11][C:10](=[O:22])[N:9]([C:4]3[CH:5]=[CH:6][C:7]([B:23]4[O:27][C:26]([CH3:29])([CH3:28])[C:25]([CH3:31])([CH3:30])[O:24]4)=[C:2]([F:1])[CH:3]=3)[CH2:13]2)[CH:19]=1, predict the reactants needed to synthesize it. The reactants are: [F:1][C:2]1[CH:3]=[C:4]([N:9]2[CH2:13][C@H:12]([CH2:14][N:15]3[CH:19]=[C:18]([CH2:20][F:21])[N:17]=[N:16]3)[O:11][C:10]2=[O:22])[CH:5]=[CH:6][C:7]=1I.[B:23]1([B:23]2[O:27][C:26]([CH3:29])([CH3:28])[C:25]([CH3:31])([CH3:30])[O:24]2)[O:27][C:26]([CH3:29])([CH3:28])[C:25]([CH3:31])([CH3:30])[O:24]1.C([O-])(=O)C.[K+].C(OCC)(=O)C. (3) Given the product [Br:1][C:2]1[N:7]=[C:6]2[C:5]([C:11](=[O:13])[CH2:10][CH2:9][NH:8]2)=[CH:4][CH:3]=1, predict the reactants needed to synthesize it. The reactants are: [Br:1][C:2]1[N:7]=[C:6]([NH:8][CH2:9][CH2:10][C:11]([OH:13])=O)[CH:5]=[CH:4][CH:3]=1.CS(O)(=O)=O.O=P12OP3(OP(OP(O3)(O1)=O)(=O)O2)=O.[OH-].[Na+].